From a dataset of Forward reaction prediction with 1.9M reactions from USPTO patents (1976-2016). Predict the product of the given reaction. (1) Given the reactants [Br:1][C:2]1[C:10]2[N:9]=[CH:8][NH:7][C:6]=2[CH:5]=[CH:4][CH:3]=1.[H-].[Na+].[CH3:13][Si:14]([CH2:17][CH2:18][O:19][CH2:20]Cl)([CH3:16])[CH3:15], predict the reaction product. The product is: [Br:1][C:2]1[C:10]2[N:9]=[CH:8][N:7]([CH2:20][O:19][CH2:18][CH2:17][Si:14]([CH3:16])([CH3:15])[CH3:13])[C:6]=2[CH:5]=[CH:4][CH:3]=1. (2) Given the reactants F[C:2]1[CH:10]=[N:9][CH:8]=[C:7]([NH:11][C:12]2[CH:17]=[CH:16][C:15]([I:18])=[CH:14][C:13]=2[F:19])[C:3]=1[C:4]([NH2:6])=[O:5].C(=O)([O-])[O-].[Cs+].[Cs+].[OH:26][C:27]1[CH:28]=[CH:29][C:30]2[O:34][C:33](=[O:35])[NH:32][C:31]=2[CH:36]=1, predict the reaction product. The product is: [F:19][C:13]1[CH:14]=[C:15]([I:18])[CH:16]=[CH:17][C:12]=1[NH:11][C:7]1[CH:8]=[N:9][CH:10]=[C:2]([O:26][C:27]2[CH:28]=[CH:29][C:30]3[O:34][C:33](=[O:35])[NH:32][C:31]=3[CH:36]=2)[C:3]=1[C:4]([NH2:6])=[O:5].